From a dataset of Reaction yield outcomes from USPTO patents with 853,638 reactions. Predict the reaction yield, written as a fraction of the theoretical maximum amount of product (1.0 means a 100% yield; for example, 0.34 means a 34% yield). (1) The reactants are [CH3:1][C:2]1[C:6]([C:7](=[O:9])[CH3:8])=[C:5]([CH3:10])[O:4][N:3]=1.CC(O)=O.[Br:15]Br. The catalyst is C(Cl)(Cl)(Cl)Cl. The product is [Br:15][CH2:8][C:7]([C:6]1[C:2]([CH3:1])=[N:3][O:4][C:5]=1[CH3:10])=[O:9]. The yield is 0.510. (2) The reactants are [C:1]([O:7][CH2:8][CH3:9])(=[O:6])[CH2:2][C:3]([CH3:5])=[O:4].CO[CH:12](OC)[N:13]([CH3:15])[CH3:14]. The catalyst is C(#N)C. The product is [CH3:12][N:13]([CH:15]=[C:2]([C:3]([CH3:5])=[O:4])[C:1]([O:7][CH2:8][CH3:9])=[O:6])[CH3:14]. The yield is 0.990. (3) The reactants are Br[C:2]1[CH:30]=[CH:29][C:5]([CH2:6][O:7][C:8]2[CH:13]=[CH:12][C:11]([C:14](=[O:28])[CH2:15][C:16]([C:18]3[CH:23]=[CH:22][C:21]([C:24]([CH3:27])([CH3:26])[CH3:25])=[CH:20][CH:19]=3)=[O:17])=[CH:10][CH:9]=2)=[CH:4][CH:3]=1.[CH2:31]([N:35]1[CH2:40][CH2:39][C:38]([CH3:42])([CH3:41])[C:37]([C:43](=[O:48])[CH2:44][CH2:45][CH:46]=[CH2:47])=[CH:36]1)[CH:32]([CH3:34])[CH3:33].C(N(CC)CC)C.COC1C=CC=CC=1P(C1C=CC=CC=1OC)C1C=CC=CC=1OC. The catalyst is C(#N)C.C(OCC)(=O)C.C([O-])(=O)C.[Pd+2].C([O-])(=O)C. The product is [C:24]([C:21]1[CH:22]=[CH:23][C:18]([C:16](=[O:17])[CH2:15][C:14]([C:11]2[CH:12]=[CH:13][C:8]([O:7][CH2:6][C:5]3[CH:29]=[CH:30][C:2]([CH:47]=[CH:46][CH2:45][CH2:44][C:43]([C:37]4[C:38]([CH3:41])([CH3:42])[CH2:39][CH2:40][N:35]([CH2:31][CH:32]([CH3:34])[CH3:33])[CH:36]=4)=[O:48])=[CH:3][CH:4]=3)=[CH:9][CH:10]=2)=[O:28])=[CH:19][CH:20]=1)([CH3:27])([CH3:26])[CH3:25]. The yield is 0.250. (4) The reactants are Cl[CH2:2][C:3]1[CH:4]=[C:5]([F:12])[C:6]2[O:10][CH2:9][O:8][C:7]=2[CH:11]=1.[C-:13]#[N:14].[Na+].O. The catalyst is CS(C)=O. The product is [F:12][C:5]1[C:6]2[O:10][CH2:9][O:8][C:7]=2[CH:11]=[C:3]([CH2:2][C:13]#[N:14])[CH:4]=1. The yield is 0.700. (5) The reactants are Br[C:2]1[CH:3]=[N:4][N:5]([CH2:16][CH3:17])[C:6]=1[C:7]1[CH:8]=[C:9]([C:12]([O:14][CH3:15])=[O:13])[S:10][CH:11]=1.[CH2:18]([Sn](CCCC)(CCCC)C=C)[CH2:19]CC. The catalyst is C1C=CC([P]([Pd]([P](C2C=CC=CC=2)(C2C=CC=CC=2)C2C=CC=CC=2)([P](C2C=CC=CC=2)(C2C=CC=CC=2)C2C=CC=CC=2)[P](C2C=CC=CC=2)(C2C=CC=CC=2)C2C=CC=CC=2)(C2C=CC=CC=2)C2C=CC=CC=2)=CC=1. The product is [CH:18]([C:2]1[CH:3]=[N:4][N:5]([CH2:16][CH3:17])[C:6]=1[C:7]1[CH:8]=[C:9]([C:12]([O:14][CH3:15])=[O:13])[S:10][CH:11]=1)=[CH2:19]. The yield is 0.760. (6) The reactants are [Cl:1][C:2]1[C:10]2[N:9]=[C:8]([NH:11][C:12]3[C:13]([CH3:19])=[N:14][N:15]([CH3:18])[C:16]=3[CH3:17])[N:7]([CH2:20][CH2:21][CH2:22][C:23](OCC)=[O:24])[C:6]=2[C:5]([CH:28]([CH2:31][CH3:32])[CH2:29][CH3:30])=[CH:4][CH:3]=1.[BH4-].[Li+].O. The catalyst is O1CCCC1. The product is [Cl:1][C:2]1[C:10]2[N:9]=[C:8]([NH:11][C:12]3[C:13]([CH3:19])=[N:14][N:15]([CH3:18])[C:16]=3[CH3:17])[N:7]([CH2:20][CH2:21][CH2:22][CH2:23][OH:24])[C:6]=2[C:5]([CH:28]([CH2:31][CH3:32])[CH2:29][CH3:30])=[CH:4][CH:3]=1. The yield is 0.340.